From a dataset of Reaction yield outcomes from USPTO patents with 853,638 reactions. Predict the reaction yield, written as a fraction of the theoretical maximum amount of product (1.0 means a 100% yield; for example, 0.34 means a 34% yield). (1) The reactants are C[Si]([N-][Si](C)(C)C)(C)C.[Li+].[C:11]([C:14]1[CH:18]=[CH:17][N:16]([CH3:19])[CH:15]=1)(=O)[CH3:12].[C:20](OC)(=O)[C:21]([O:23][CH3:24])=[O:22].[Cl:28][C:29]1[N:30]=[N:31][C:32]([NH:35][NH2:36])=[CH:33][CH:34]=1.Cl. The catalyst is O1CCCC1.CO. The product is [CH3:24][O:23][C:21]([C:20]1[CH:12]=[C:11]([C:14]2[CH:18]=[CH:17][N:16]([CH3:19])[CH:15]=2)[N:35]([C:32]2[N:31]=[N:30][C:29]([Cl:28])=[CH:34][CH:33]=2)[N:36]=1)=[O:22]. The yield is 0.350. (2) The catalyst is C(Cl)Cl.CO. The product is [NH2:33][C:18]1([C:16]([NH:15][CH:9]([C:6]2[CH:7]=[CH:8][C:3]([Cl:2])=[CH:4][CH:5]=2)[CH2:10][CH2:11][N:12]([CH3:13])[CH3:14])=[O:17])[CH2:19][CH2:20][N:21]([C:24]2[C:25]3[CH:32]=[CH:31][NH:30][C:26]=3[N:27]=[CH:28][N:29]=2)[CH2:22][CH2:23]1. The reactants are Cl.[Cl:2][C:3]1[CH:8]=[CH:7][C:6]([CH:9]([NH:15][C:16]([C:18]2([NH:33]C(=O)OC(C)(C)C)[CH2:23][CH2:22][N:21]([C:24]3[C:25]4[CH:32]=[CH:31][NH:30][C:26]=4[N:27]=[CH:28][N:29]=3)[CH2:20][CH2:19]2)=[O:17])[CH2:10][CH2:11][N:12]([CH3:14])[CH3:13])=[CH:5][CH:4]=1. The yield is 0.920.